From a dataset of Catalyst prediction with 721,799 reactions and 888 catalyst types from USPTO. Predict which catalyst facilitates the given reaction. (1) Reactant: [C:1]1([CH2:7][N:8]2[CH2:13][CH2:12][N:11]([CH2:14][C:15]3[CH:20]=[CH:19][CH:18]=[CH:17][CH:16]=3)[CH2:10][CH:9]2[CH2:21][OH:22])[CH:6]=[CH:5][CH:4]=[CH:3][CH:2]=1.C(N(CC)CC)C.Cl[Si:31]([C:34]([CH3:37])([CH3:36])[CH3:35])([CH3:33])[CH3:32]. Product: [CH3:35][C:34]([Si:31]([CH3:33])([CH3:32])[O:22][CH2:21][CH:9]1[CH2:10][N:11]([CH2:14][C:15]2[CH:20]=[CH:19][CH:18]=[CH:17][CH:16]=2)[CH2:12][CH2:13][N:8]1[CH2:7][C:1]1[CH:2]=[CH:3][CH:4]=[CH:5][CH:6]=1)([CH3:37])[CH3:36]. The catalyst class is: 64. (2) Product: [F:17][C:2]([F:1])([F:16])[CH2:3][CH2:4][N:5]1[C:9]2=[N:10][CH:11]=[CH:12][CH:13]=[C:8]2[C:7]([C:14](=[NH:26])[NH2:15])=[N:6]1. Reactant: [F:1][C:2]([F:17])([F:16])[CH2:3][CH2:4][N:5]1[C:9]2=[N:10][CH:11]=[CH:12][CH:13]=[C:8]2[C:7]([C:14]#[N:15])=[N:6]1.C[O-].[Na+].C(O)(=O)C.[Cl-].[NH4+:26]. The catalyst class is: 5. (3) Product: [CH3:1][C:2]1[N:7]=[C:6]([O:8][CH2:9][C:10]([NH:15][NH2:16])=[O:11])[CH:5]=[C:4]([CH3:14])[N:3]=1. The catalyst class is: 14. Reactant: [CH3:1][C:2]1[N:7]=[C:6]([O:8][CH2:9][C:10](OC)=[O:11])[CH:5]=[C:4]([CH3:14])[N:3]=1.[NH2:15][NH2:16]. (4) Product: [CH3:27][C:22]1([CH3:28])[C:23]([CH3:26])([CH3:25])[O:24][B:20]([C:2]2[CH:19]=[CH:18][C:5]([NH:6][C:7]3[O:8][C:9]4[CH:15]=[CH:14][C:13]([C:16]#[N:17])=[CH:12][C:10]=4[N:11]=3)=[CH:4][CH:3]=2)[O:21]1. The catalyst class is: 9. Reactant: Br[C:2]1[CH:19]=[CH:18][C:5]([NH:6][C:7]2[O:8][C:9]3[CH:15]=[CH:14][C:13]([C:16]#[N:17])=[CH:12][C:10]=3[N:11]=2)=[CH:4][CH:3]=1.[B:20]1([B:20]2[O:24][C:23]([CH3:26])([CH3:25])[C:22]([CH3:28])([CH3:27])[O:21]2)[O:24][C:23]([CH3:26])([CH3:25])[C:22]([CH3:28])([CH3:27])[O:21]1.ClCCl.C([O-])(=O)C.[K+]. (5) Reactant: Cl.[NH2:2][CH2:3][C:4]1[CH:25]=[CH:24][C:7]([C:8]([NH:10][C:11]2[CH:16]=[CH:15][C:14]([Cl:17])=[C:13]([C:18]3[CH:23]=[CH:22][CH:21]=[CH:20][N:19]=3)[CH:12]=2)=[O:9])=[C:6]([Cl:26])[CH:5]=1.[NH:27]1[CH2:31][CH2:30][N:29]=[C:28]1N1C(C)=CC(C)=N1.CCN(C(C)C)C(C)C. Product: [Cl:26][C:6]1[CH:5]=[C:4]([CH2:3][NH:2][C:28]2[NH:29][CH2:30][CH2:31][N:27]=2)[CH:25]=[CH:24][C:7]=1[C:8]([NH:10][C:11]1[CH:16]=[CH:15][C:14]([Cl:17])=[C:13]([C:18]2[CH:23]=[CH:22][CH:21]=[CH:20][N:19]=2)[CH:12]=1)=[O:9]. The catalyst class is: 3. (6) Reactant: Br[C:2]1[N:3]=[CH:4][C:5]([NH:8][C:9](=[O:26])[CH:10]([NH:14][C:15](=[O:25])[CH2:16][C:17]2[CH:22]=[C:21]([F:23])[CH:20]=[C:19]([F:24])[CH:18]=2)[CH2:11][CH2:12][CH3:13])=[N:6][CH:7]=1.[Li+].CCC[CH2-].[CH3:32][C:33]([CH3:35])=[O:34]. Product: [OH:34][C:33]([C:2]1[N:3]=[CH:4][C:5]([NH:8][C:9](=[O:26])[CH:10]([NH:14][C:15](=[O:25])[CH2:16][C:17]2[CH:22]=[C:21]([F:23])[CH:20]=[C:19]([F:24])[CH:18]=2)[CH2:11][CH2:12][CH3:13])=[N:6][CH:7]=1)([CH3:35])[CH3:32]. The catalyst class is: 188. (7) Reactant: [NH2:1][C@@H:2]1[CH2:7][CH2:6][C@H:5]([C:8]([OH:10])=[O:9])[CH2:4][CH2:3]1.[C:11]([O:15][C:16](O[C:16]([O:15][C:11]([CH3:14])([CH3:13])[CH3:12])=[O:17])=[O:17])([CH3:14])([CH3:13])[CH3:12].C(=O)(O)[O-].[Na+].OS([O-])(=O)=O.[K+]. Product: [C:11]([O:15][C:16]([NH:1][C@@H:2]1[CH2:7][CH2:6][C@H:5]([C:8]([OH:10])=[O:9])[CH2:4][CH2:3]1)=[O:17])([CH3:14])([CH3:13])[CH3:12]. The catalyst class is: 38. (8) Reactant: [CH3:1][C:2]1[CH:3]=[CH:4][C:5]([N:8]2[C:12]([NH:13][C:14]([C:16]3[CH:17]=[N:18][N:19]4[CH:24]=[CH:23][CH:22]=[N:21][C:20]=34)=[O:15])=[CH:11][C:10]([N:25]3[CH2:30][CH2:29][N:28](C(OC(C)(C)C)=O)[CH2:27][CH2:26]3)=[N:9]2)=[N:6][CH:7]=1.C(O)(C(F)(F)F)=O. Product: [CH3:1][C:2]1[CH:3]=[CH:4][C:5]([N:8]2[C:12]([NH:13][C:14]([C:16]3[CH:17]=[N:18][N:19]4[CH:24]=[CH:23][CH:22]=[N:21][C:20]=34)=[O:15])=[CH:11][C:10]([N:25]3[CH2:30][CH2:29][NH:28][CH2:27][CH2:26]3)=[N:9]2)=[N:6][CH:7]=1. The catalyst class is: 2. (9) Reactant: [CH2:1]([OH:6])[CH2:2][CH2:3][CH2:4][OH:5].[C:7](Cl)(=[O:14])[C:8]1[CH:13]=[CH:12][CH:11]=[CH:10][CH:9]=1. Product: [C:7]([O:5][CH2:4][CH2:3][CH2:2][CH2:1][OH:6])(=[O:14])[C:8]1[CH:13]=[CH:12][CH:11]=[CH:10][CH:9]=1. The catalyst class is: 2. (10) Reactant: [CH3:1][O:2][C:3]1[CH:10]=[N:9][CH:8]=[C:7]([S:11]CCC)[C:4]=1[C:5]#[N:6].C[O-].[Na+].ClC1C=NC=C(SCCC)[C:20]=1[C:21]#[N:22].[OH2:31].C[OH:33]. Product: [CH2:21]([N:22]1[C:5](=[NH:6])[C:4]2[C:7](=[CH:8][N:9]=[CH:10][C:3]=2[O:2][CH3:1])[S:11]1(=[O:33])=[O:31])[CH3:20]. The catalyst class is: 1.